Dataset: Full USPTO retrosynthesis dataset with 1.9M reactions from patents (1976-2016). Task: Predict the reactants needed to synthesize the given product. (1) Given the product [CH2:1]([C:4]1([CH3:47])[CH2:9][C@H:8]([C:10]2[CH:15]=[CH:14][CH:13]=[C:12]([Cl:16])[CH:11]=2)[C@@H:7]([C:17]2[CH:22]=[CH:21][C:20]([Cl:23])=[CH:19][N:18]=2)[N:6]([C@@H:24]([CH2:44][CH3:45])[CH2:25][OH:26])[C:5]1=[O:46])[CH:2]=[CH2:3], predict the reactants needed to synthesize it. The reactants are: [CH2:1]([C:4]1([CH3:47])[CH2:9][C@H:8]([C:10]2[CH:15]=[CH:14][CH:13]=[C:12]([Cl:16])[CH:11]=2)[C@@H:7]([C:17]2[CH:22]=[CH:21][C:20]([Cl:23])=[CH:19][N:18]=2)[N:6]([C@@H:24]([CH2:44][CH3:45])[CH2:25][O:26][Si](C(C)(C)C)(C2C=CC=CC=2)C2C=CC=CC=2)[C:5]1=[O:46])[CH:2]=[CH2:3].CCCC[N+](CCCC)(CCCC)CCCC.[F-]. (2) Given the product [CH2:16]([C:11]1[S:10][C:9]([C:12]([OH:14])=[O:13])=[CH:8][C:7]=1[C:1]1[CH:2]=[CH:3][CH:4]=[CH:5][CH:6]=1)[CH3:17], predict the reactants needed to synthesize it. The reactants are: [C:1]1([C:7]2[CH:8]=[C:9]([C:12]([OH:14])=[O:13])[S:10][CH:11]=2)[CH:6]=[CH:5][CH:4]=[CH:3][CH:2]=1.[Li][CH2:16][CH2:17]CC.IC. (3) Given the product [O:7]1[CH2:29][CH2:23][CH2:24][O:19][CH:6]1[C:5]1[CH:8]=[CH:9][N:10]=[CH:11][C:4]=1[N+:1]([O-:3])=[O:2], predict the reactants needed to synthesize it. The reactants are: [N+:1]([C:4]1[CH:11]=[N:10][CH:9]=[CH:8][C:5]=1[CH:6]=[O:7])([O-:3])=[O:2].C1(C)C=CC(S(O)(=O)=[O:19])=CC=1.[C:23]1([CH3:29])C=CC=C[CH:24]=1. (4) Given the product [Cl:1][C:2]1[CH:3]=[C:4]([C:5]2[N:23]=[N:24][NH:25][N:6]=2)[CH:7]=[CH:8][C:9]=1[NH:10][C:11]1[N:16]=[C:15]([NH:17][CH3:18])[C:14]([C:19]([F:20])([F:21])[F:22])=[CH:13][N:12]=1, predict the reactants needed to synthesize it. The reactants are: [Cl:1][C:2]1[CH:3]=[C:4]([CH:7]=[CH:8][C:9]=1[NH:10][C:11]1[N:16]=[C:15]([NH:17][CH3:18])[C:14]([C:19]([F:22])([F:21])[F:20])=[CH:13][N:12]=1)[C:5]#[N:6].[N-:23]=[N+:24]=[N-:25].[Na+].[Cl-].[NH4+]. (5) Given the product [CH3:1][C:2]1[N:3]=[C:4]([C:18]2[CH:19]=[N:20][CH:21]=[CH:22][CH:23]=2)[S:5][C:6]=1[C:7]1[CH:16]=[CH:15][C:14]2[CH2:13][CH2:12][CH2:11]/[C:10](=[N:25]\[NH:26][C:27](=[O:30])[O:28][CH3:29])/[C:9]=2[N:8]=1, predict the reactants needed to synthesize it. The reactants are: [CH3:1][C:2]1[N:3]=[C:4]([C:18]2[CH:19]=[N:20][CH:21]=[CH:22][CH:23]=2)[S:5][C:6]=1[C:7]1[CH:16]=[CH:15][C:14]2[CH2:13][CH2:12][CH2:11][C:10](=O)[C:9]=2[N:8]=1.Cl.[NH2:25][NH:26][C:27](=[O:30])[O:28][CH3:29]. (6) Given the product [N:23]([C:2]1[N:6]([CH3:7])[N:5]=[C:4]([C:8]([F:14])([F:13])[C:9]([F:12])([F:11])[F:10])[C:3]=1[C:15]([F:18])([F:17])[F:16])=[N+:24]=[N-:25], predict the reactants needed to synthesize it. The reactants are: F[C:2]1[N:6]([CH3:7])[N:5]=[C:4]([C:8]([F:14])([F:13])[C:9]([F:12])([F:11])[F:10])[C:3]=1[C:15]([F:18])([F:17])[F:16].CS(C)=O.[N-:23]=[N+:24]=[N-:25].[Na+].O. (7) The reactants are: [CH2:1]([O:8][N:9]1[C:15](=[O:16])[N:14]2[CH2:17][C@H:10]1[CH2:11][CH2:12][C@H:13]2[C:18]([OH:20])=O)[C:2]1[CH:7]=[CH:6][CH:5]=[CH:4][CH:3]=1.[C:21]([O:25][C:26](=[O:36])[NH:27][CH2:28][C@H:29]1[CH2:33][CH2:32][C@H:31]([O:34][NH2:35])[CH2:30]1)([CH3:24])([CH3:23])[CH3:22].ON1C2C=CC=CC=2N=N1.Cl.C(N=C=NCCCN(C)C)C. Given the product [CH2:1]([O:8][N:9]1[C:15](=[O:16])[N:14]2[CH2:17][C@H:10]1[CH2:11][CH2:12][C@H:13]2[C:18]([NH:35][O:34][C@H:31]1[CH2:32][CH2:33][C@H:29]([CH2:28][NH:27][C:26](=[O:36])[O:25][C:21]([CH3:23])([CH3:22])[CH3:24])[CH2:30]1)=[O:20])[C:2]1[CH:3]=[CH:4][CH:5]=[CH:6][CH:7]=1, predict the reactants needed to synthesize it.